This data is from Forward reaction prediction with 1.9M reactions from USPTO patents (1976-2016). The task is: Predict the product of the given reaction. (1) Given the reactants [CH3:1][S:2]([N:5]1[C:10]2=[CH:11][C:12]3[CH2:18][CH2:17][NH:16][CH2:15][CH2:14][C:13]=3[CH:19]=[C:9]2[O:8][CH2:7][CH2:6]1)(=[O:4])=[O:3].[Cl:20][CH2:21][CH2:22][CH2:23][S:24][C:25]1[N:26]([CH3:41])[C:27]([C:30]2[CH:39]=[CH:38][CH:37]=[C:36]3[C:31]=2[CH:32]=[CH:33][C:34]([CH3:40])=[N:35]3)=[N:28][N:29]=1, predict the reaction product. The product is: [ClH:20].[CH3:41][N:26]1[C:27]([C:30]2[CH:39]=[CH:38][CH:37]=[C:36]3[C:31]=2[CH:32]=[CH:33][C:34]([CH3:40])=[N:35]3)=[N:28][N:29]=[C:25]1[S:24][CH2:23][CH2:22][CH2:21][N:16]1[CH2:15][CH2:14][C:13]2[CH:19]=[C:9]3[O:8][CH2:7][CH2:6][N:5]([S:2]([CH3:1])(=[O:3])=[O:4])[C:10]3=[CH:11][C:12]=2[CH2:18][CH2:17]1. (2) Given the reactants [F:1][C:2]1C=C[CH:5]=[CH:4][CH:3]=1.[Al+3].[Cl-:9].[Cl-:10].[Cl-:11].ClCl.[Cl:14][CH2:15][CH2:16][Cl:17], predict the reaction product. The product is: [F:1][C:2]1[C:15]([Cl:14])=[C:16]([Cl:17])[C:5]([Cl:9])=[C:4]([Cl:10])[C:3]=1[Cl:11].